Task: Predict which catalyst facilitates the given reaction.. Dataset: Catalyst prediction with 721,799 reactions and 888 catalyst types from USPTO (1) Reactant: [NH2:1][C:2]1[CH:3]=[C:4]([C:8](=[O:10])[CH3:9])[CH:5]=[CH:6][CH:7]=1.[NH2:11][C:12]1[N:17]=[C:16](Cl)[CH:15]=[C:14]([CH3:19])[N:13]=1.Cl.[OH-].[K+]. Product: [C:8]([C:4]1[CH:3]=[C:2]([NH:1][C:16]2[CH:15]=[C:14]([CH3:19])[N:13]=[C:12]([NH2:11])[N:17]=2)[CH:7]=[CH:6][CH:5]=1)(=[O:10])[CH3:9]. The catalyst class is: 6. (2) Reactant: Cl[C:2](Cl)(Cl)[CH:3]([OH:5])[OH:4].[O-]S([O-])(=O)=O.[Na+].[Na+].NO.Cl.[F:18][C:19]1[CH:25]=C[C:22]([NH2:23])=[CH:21][C:20]=1[CH3:26]. Product: [NH2:23][C:22]1[CH:21]=[C:20]([CH3:26])[C:19]([F:18])=[CH:25][C:2]=1[C:3]([OH:5])=[O:4]. The catalyst class is: 223. (3) Reactant: [NH2:1][C:2]1[C:7]([Cl:8])=[C:6](Cl)[N:5]=[C:4]([C:10]([NH:12][CH2:13][CH:14]2[CH2:19][CH2:18][N:17]([CH2:20][C:21]3[S:25][C:24]([C:26]4[CH:31]=[CH:30][CH:29]=[CH:28][N:27]=4)=[N:23][CH:22]=3)[CH2:16][CH2:15]2)=[O:11])[CH:3]=1.[NH2:32][CH2:33][CH2:34][OH:35]. Product: [NH2:1][C:2]1[C:7]([Cl:8])=[C:6]([NH:32][CH2:33][CH2:34][OH:35])[N:5]=[C:4]([C:10]([NH:12][CH2:13][CH:14]2[CH2:19][CH2:18][N:17]([CH2:20][C:21]3[S:25][C:24]([C:26]4[CH:31]=[CH:30][CH:29]=[CH:28][N:27]=4)=[N:23][CH:22]=3)[CH2:16][CH2:15]2)=[O:11])[CH:3]=1. The catalyst class is: 44. (4) Reactant: C(N(CC)CC)C.[B-](F)(F)(F)F.CN(C(O[N:21]1[C:26](=[O:27])[CH2:25][CH2:24][C:22]1=O)=[N+](C)C)C.[N:28]1([CH2:34][C:35]2[CH:40]=[CH:39][C:38]([C:41]3[NH:58][C:44]4=[N:45]C=CC(C(NC5C=NC=CC=5)=O)=[C:43]4[N:42]=3)=[CH:37][CH:36]=2)[CH2:33][CH2:32][O:31][CH2:30][CH2:29]1.[N:59]1([CH2:65][CH2:66][C:67]#[N:68])[CH2:64][CH2:63]N[CH2:61][CH2:60]1. Product: [N:28]1([CH2:34][C:35]2[CH:36]=[CH:37][C:38]([C:41]3[NH:58][C:44]4=[N:45][CH:22]=[CH:24][C:25]([C:26]([N:21]5[CH2:63][CH2:64][N:59]([CH2:65][CH2:66][C:67]#[N:68])[CH2:60][CH2:61]5)=[O:27])=[C:43]4[N:42]=3)=[CH:39][CH:40]=2)[CH2:29][CH2:30][O:31][CH2:32][CH2:33]1. The catalyst class is: 3. (5) Reactant: C[O:2][C:3]([C@@H:5]1[CH2:10][CH2:9][CH2:8][CH2:7][C@@H:6]1[NH2:11])=O.[OH-].[NH4+:13]. Product: [NH2:11][C@H:6]1[CH2:7][CH2:8][CH2:9][CH2:10][C@H:5]1[C:3]([NH2:13])=[O:2]. The catalyst class is: 11. (6) Reactant: [Cl:1][C:2]1[N:10]=[C:9]2[C:5]([N:6]=[CH:7][N:8]2[CH3:11])=[C:4]([N:12]2[CH:17]3[CH2:18][CH2:19][CH:13]2[CH2:14][O:15][CH2:16]3)[N:3]=1.CN(CCN(C)C)C.[Li]CCCC.CN([CH:36]=[O:37])C.Cl. Product: [Cl:1][C:2]1[N:10]=[C:9]2[C:5]([N:6]=[C:7]([CH:36]=[O:37])[N:8]2[CH3:11])=[C:4]([N:12]2[CH:17]3[CH2:18][CH2:19][CH:13]2[CH2:14][O:15][CH2:16]3)[N:3]=1. The catalyst class is: 1. (7) Reactant: [CH3:1][O:2][C:3]1[CH:12]=[CH:11][C:6]2[N:7]=[C:8]([NH2:10])[S:9][C:5]=2[CH:4]=1.O.[NH2:14]N.Cl.O. Product: [CH3:1][O:2][C:3]1[CH:12]=[CH:11][C:6]2[N:7]=[C:8]([NH:10][NH2:14])[S:9][C:5]=2[CH:4]=1. The catalyst class is: 196. (8) Reactant: Br[C:2]1[CH:19]=[C:18]([O:20][CH3:21])[C:17]([O:22][CH2:23][CH2:24][CH2:25][O:26][CH3:27])=[CH:16][C:3]=1[CH2:4][N:5]([CH:13]1[CH2:15][CH2:14]1)[C:6](=[O:12])[O:7][C:8]([CH3:11])([CH3:10])[CH3:9].[CH3:28]B1OB(C)OB(C)O1.C1(P(C2CCCCC2)C2C=CC=CC=2C2C(C(C)C)=CC(C(C)C)=CC=2C(C)C)CCCCC1.P([O-])([O-])([O-])=O.[K+].[K+].[K+]. Product: [CH:13]1([N:5]([CH2:4][C:3]2[CH:16]=[C:17]([O:22][CH2:23][CH2:24][CH2:25][O:26][CH3:27])[C:18]([O:20][CH3:21])=[CH:19][C:2]=2[CH3:28])[C:6](=[O:12])[O:7][C:8]([CH3:11])([CH3:10])[CH3:9])[CH2:15][CH2:14]1. The catalyst class is: 488. (9) Reactant: CN(C(ON1N=NC2C=CC=NC1=2)=[N+](C)C)C.F[P-](F)(F)(F)(F)F.C(N(C(C)C)CC)(C)C.[NH:34]1[CH2:39][CH2:38][O:37][CH2:36][CH2:35]1.[F:40][C:41]1[CH:46]=[CH:45][C:44]([CH:47]([OH:49])[CH3:48])=[CH:43][C:42]=1[C:50]1[CH:51]=[N:52][C:53]([N:56]2[C:64]3[C:59](=[CH:60][CH:61]=[C:62]([C:65](O)=[O:66])[CH:63]=3)[C:58]([S:68][CH3:69])=[CH:57]2)=[N:54][CH:55]=1. Product: [F:40][C:41]1[CH:46]=[CH:45][C:44]([CH:47]([OH:49])[CH3:48])=[CH:43][C:42]=1[C:50]1[CH:51]=[N:52][C:53]([N:56]2[C:64]3[C:59](=[CH:60][CH:61]=[C:62]([C:65]([N:34]4[CH2:39][CH2:38][O:37][CH2:36][CH2:35]4)=[O:66])[CH:63]=3)[C:58]([S:68][CH3:69])=[CH:57]2)=[N:54][CH:55]=1. The catalyst class is: 3.